Dataset: Forward reaction prediction with 1.9M reactions from USPTO patents (1976-2016). Task: Predict the product of the given reaction. (1) Given the reactants COC[O:4][C:5]1[CH:6]=[CH:7][C:8]([O:14][CH2:15][C:16]2[CH:21]=[CH:20][C:19]([O:22][CH2:23][C:24]3[N:25]=[C:26]([C:30]4[CH:35]=[CH:34][CH:33]=[CH:32][CH:31]=4)[O:27][C:28]=3[CH3:29])=[CH:18][CH:17]=2)=[C:9]([CH2:11][C:12]#[N:13])[CH:10]=1.S(=O)(=O)(O)O.O1CCCC1, predict the reaction product. The product is: [OH:4][C:5]1[CH:6]=[CH:7][C:8]([O:14][CH2:15][C:16]2[CH:17]=[CH:18][C:19]([O:22][CH2:23][C:24]3[N:25]=[C:26]([C:30]4[CH:31]=[CH:32][CH:33]=[CH:34][CH:35]=4)[O:27][C:28]=3[CH3:29])=[CH:20][CH:21]=2)=[C:9]([CH2:11][C:12]#[N:13])[CH:10]=1. (2) Given the reactants [CH2:1]([O:3][C:4]([C:6]1[CH:7]=[C:8]2[N:13]([C:14]=1[C:15]1[CH:16]=[N:17][C:18]3[C:23]([CH:24]=1)=[CH:22][CH:21]=[CH:20][CH:19]=3)[CH:12]=[CH:11][C:10]([CH2:25][N:26]=[N+:27]=[N-:28])=[CH:9]2)=[O:5])[CH3:2].[F:29][C:30]([F:38])([F:37])[C:31]([OH:36])([CH2:34][CH3:35])[C:32]#[CH:33], predict the reaction product. The product is: [CH2:1]([O:3][C:4]([C:6]1[CH:7]=[C:8]2[N:13]([C:14]=1[C:15]1[CH:16]=[N:17][C:18]3[C:23]([CH:24]=1)=[CH:22][CH:21]=[CH:20][CH:19]=3)[CH:12]=[CH:11][C:10]([CH2:25][N:26]1[CH:33]=[C:32]([C:31]([OH:36])([C:30]([F:38])([F:37])[F:29])[CH2:34][CH3:35])[N:28]=[N:27]1)=[CH:9]2)=[O:5])[CH3:2].